From a dataset of Forward reaction prediction with 1.9M reactions from USPTO patents (1976-2016). Predict the product of the given reaction. (1) Given the reactants [NH2:1][C:2]1[CH:9]=[C:8](Cl)[C:5]([C:6]#[N:7])=[CH:4][N:3]=1.[O:11]1[CH2:14][CH2:13][CH:12]1[CH2:15][OH:16], predict the reaction product. The product is: [NH2:1][C:2]1[CH:9]=[C:8]([O:16][CH2:15][CH:12]2[CH2:13][CH2:14][O:11]2)[C:5]([C:6]#[N:7])=[CH:4][N:3]=1. (2) Given the reactants C([N:3]([CH2:6][CH3:7])CC)C.[I:8][C:9]1[CH:14]=[CH:13][C:12]([S:15](Cl)(=[O:17])=[O:16])=[CH:11][CH:10]=1.C(O)(=O)CC(CC(O)=O)(C(O)=O)O.C[CH2:33][O:34][C:35](C)=[O:36], predict the reaction product. The product is: [CH3:33][O:34][CH2:35][O:36][CH2:7][CH2:6][NH:3][S:15]([C:12]1[CH:13]=[CH:14][C:9]([I:8])=[CH:10][CH:11]=1)(=[O:17])=[O:16]. (3) Given the reactants [Li]CCCC.[CH:6]([NH:9]C(C)C)(C)[CH3:7].C(#N)C.[O:16]([C:23]1[CH:30]=[CH:29][C:26]([C:27]#[N:28])=[CH:25][CH:24]=1)[C:17]1[CH:22]=[CH:21][CH:20]=[CH:19][CH:18]=1, predict the reaction product. The product is: [NH2:28][C:27]([C:26]1[CH:25]=[CH:24][C:23]([O:16][C:17]2[CH:18]=[CH:19][CH:20]=[CH:21][CH:22]=2)=[CH:30][CH:29]=1)=[CH:7][C:6]#[N:9]. (4) Given the reactants [CH2:1]([S:3][C:4]1[CH:11]=[C:10]([CH3:12])[C:9]([CH3:13])=[CH:8][C:5]=1[C:6]#[N:7])[CH3:2].ClC1C=CC(SCC)=C(C=1)CN, predict the reaction product. The product is: [CH2:1]([S:3][C:4]1[CH:11]=[C:10]([CH3:12])[C:9]([CH3:13])=[CH:8][C:5]=1[CH2:6][NH2:7])[CH3:2]. (5) Given the reactants [Br:1][C:2]1[CH:3]=[C:4]2[C:8](=[CH:9][CH:10]=1)[C:7](=[O:11])[CH2:6][CH2:5]2.[BH4-].[Na+], predict the reaction product. The product is: [Br:1][C:2]1[CH:3]=[C:4]2[C:8](=[CH:9][CH:10]=1)[CH:7]([OH:11])[CH2:6][CH2:5]2. (6) Given the reactants [CH3:1][C:2]1([CH3:16])[CH2:7][O:6][CH:5]([C:8]2[CH:13]=[CH:12][CH:11]=[CH:10][CH:9]=2)[O:4][C@H:3]1[CH2:14][OH:15].C(N(CC)CC)C.CS(C)=O, predict the reaction product. The product is: [CH3:1][C:2]1([CH3:16])[CH2:7][O:6][CH:5]([C:8]2[CH:9]=[CH:10][CH:11]=[CH:12][CH:13]=2)[O:4][C@H:3]1[CH:14]=[O:15]. (7) Given the reactants Br[CH2:2][C:3]1[N:8]=[C:7]([N:9]2[CH2:14][CH2:13][O:12][CH2:11][CH2:10]2)[CH:6]=[C:5]([Cl:15])[N:4]=1.[N:16]1[CH:21]=[CH:20][CH:19]=[C:18]([CH2:22][OH:23])[CH:17]=1.[H-].[Na+], predict the reaction product. The product is: [Cl:15][C:5]1[N:4]=[C:3]([CH2:2][O:23][CH2:22][C:18]2[CH:17]=[N:16][CH:21]=[CH:20][CH:19]=2)[N:8]=[C:7]([N:9]2[CH2:14][CH2:13][O:12][CH2:11][CH2:10]2)[CH:6]=1. (8) Given the reactants FC(F)(F)S(O[C:7]1[CH:12]=[CH:11][C:10]([CH2:13][CH2:14][C:15]#[N:16])=[CH:9][C:8]=1[CH2:17][CH:18]([CH3:20])[CH3:19])(=O)=O.[CH2:23]([C:30]1[CH:31]=[C:32](B(O)O)[CH:33]=[CH:34][C:35]=1[O:36][CH3:37])[C:24]1[CH:29]=[CH:28][CH:27]=[CH:26][CH:25]=1.C([O-])([O-])=O.[Na+].[Na+], predict the reaction product. The product is: [CH2:23]([C:30]1[CH:31]=[C:32]([C:7]2[CH:12]=[CH:11][C:10]([CH2:13][CH2:14][C:15]#[N:16])=[CH:9][C:8]=2[CH2:17][CH:18]([CH3:20])[CH3:19])[CH:33]=[CH:34][C:35]=1[O:36][CH3:37])[C:24]1[CH:25]=[CH:26][CH:27]=[CH:28][CH:29]=1. (9) Given the reactants ClC(Cl)(Cl)COC([N:7]1[C:19]2[CH2:18][N:17]([S:20]([CH2:23][CH:24]([CH:29]3[CH2:34][CH2:33][N:32]([C:35]([O:37][CH2:38][C:39]4[CH:44]=[CH:43][CH:42]=[CH:41][CH:40]=4)=[O:36])[CH2:31][CH2:30]3)[C:25](=[O:28])[NH:26][OH:27])(=[O:22])=[O:21])[CH2:16][CH2:15][C:14]=2[C:13]2[C:8]1=[CH:9][CH:10]=[CH:11][CH:12]=2)=O.[OH-].[Na+], predict the reaction product. The product is: [CH2:38]([O:37][C:35]([N:32]1[CH2:33][CH2:34][CH:29]([CH:24]([C:25](=[O:28])[NH:26][OH:27])[CH2:23][S:20]([N:17]2[CH2:16][CH2:15][C:14]3[C:13]4[C:8](=[CH:9][CH:10]=[CH:11][CH:12]=4)[NH:7][C:19]=3[CH2:18]2)(=[O:22])=[O:21])[CH2:30][CH2:31]1)=[O:36])[C:39]1[CH:44]=[CH:43][CH:42]=[CH:41][CH:40]=1. (10) Given the reactants C([O:4][C@H:5]1[C@H:10]([O:11][C:12](=[O:19])[C:13]2[CH:18]=[CH:17][CH:16]=[CH:15][CH:14]=2)[C@@H:9]([CH2:20][O:21][C:22](=[O:29])[C:23]2[CH:28]=[CH:27][CH:26]=[CH:25][CH:24]=2)[O:8][C@H:7]([O:30][C@H:31]2[C@H:36]([O:37][C:38](=[O:45])[C:39]3[CH:44]=[CH:43][CH:42]=[CH:41][CH:40]=3)[C@@H:35]([CH2:46][O:47][C:48](=[O:55])[C:49]3[CH:54]=[CH:53][CH:52]=[CH:51][CH:50]=3)[O:34][C@H:33]([O:56][C@H:57]3[C@@H:70]([O:71][CH2:72][C:73]4[CH:78]=[CH:77][CH:76]=[CH:75][CH:74]=4)[C@H:69]([O:79][CH2:80][C:81]4[CH:86]=[CH:85][CH:84]=[CH:83][CH:82]=4)[C@@H:68]([CH2:87][O:88][CH2:89][C:90]4[CH:95]=[CH:94][CH:93]=[CH:92][CH:91]=4)[O:67][C@@H:58]3[O:59][CH2:60][C:61]3[CH:66]=[CH:65][CH:64]=[CH:63][CH:62]=3)[C@H:32]2[O:96][C:97](=[O:104])[C:98]2[CH:103]=[CH:102][CH:101]=[CH:100][CH:99]=2)[C@H:6]1[O:105][C:106](=[O:113])[C:107]1[CH:112]=[CH:111][CH:110]=[CH:109][CH:108]=1)C=C, predict the reaction product. The product is: [C:106]([O:105][C@H:6]1[C@@H:5]([OH:4])[C@H:10]([O:11][C:12](=[O:19])[C:13]2[CH:14]=[CH:15][CH:16]=[CH:17][CH:18]=2)[C@@H:9]([CH2:20][O:21][C:22](=[O:29])[C:23]2[CH:24]=[CH:25][CH:26]=[CH:27][CH:28]=2)[O:8][C@@H:7]1[O:30][C@H:31]1[C@H:36]([O:37][C:38](=[O:45])[C:39]2[CH:40]=[CH:41][CH:42]=[CH:43][CH:44]=2)[C@@H:35]([CH2:46][O:47][C:48](=[O:55])[C:49]2[CH:54]=[CH:53][CH:52]=[CH:51][CH:50]=2)[O:34][C@H:33]([O:56][C@H:57]2[C@@H:70]([O:71][CH2:72][C:73]3[CH:74]=[CH:75][CH:76]=[CH:77][CH:78]=3)[C@H:69]([O:79][CH2:80][C:81]3[CH:82]=[CH:83][CH:84]=[CH:85][CH:86]=3)[C@@H:68]([CH2:87][O:88][CH2:89][C:90]3[CH:95]=[CH:94][CH:93]=[CH:92][CH:91]=3)[O:67][C@@H:58]2[O:59][CH2:60][C:61]2[CH:62]=[CH:63][CH:64]=[CH:65][CH:66]=2)[C@H:32]1[O:96][C:97](=[O:104])[C:98]1[CH:103]=[CH:102][CH:101]=[CH:100][CH:99]=1)(=[O:113])[C:107]1[CH:108]=[CH:109][CH:110]=[CH:111][CH:112]=1.